From a dataset of Full USPTO retrosynthesis dataset with 1.9M reactions from patents (1976-2016). Predict the reactants needed to synthesize the given product. (1) Given the product [CH:1]1([C:4]2[N:5]=[CH:6][C:7]([O:10][C@H:11]3[CH2:19][N:14]4[CH2:15][CH2:16][N:17]([C:27](=[O:28])[C@@H:26]([NH:25][CH3:34])[CH2:30][CH:31]([CH3:33])[CH3:32])[CH2:18][C@@H:13]4[CH2:12]3)=[N:8][CH:9]=2)[CH2:3][CH2:2]1, predict the reactants needed to synthesize it. The reactants are: [CH:1]1([C:4]2[N:5]=[CH:6][C:7]([O:10][C@H:11]3[CH2:19][N:14]4[CH2:15][CH2:16][NH:17][CH2:18][C@@H:13]4[CH2:12]3)=[N:8][CH:9]=2)[CH2:3][CH2:2]1.C(O[N:25]([CH:34]=C=O)[C@@H:26]([CH2:30][CH:31]([CH3:33])[CH3:32])[C:27](O)=[O:28])(C)(C)C.CN(C(ON1N=NC2C=CC=NC1=2)=[N+](C)C)C.F[P-](F)(F)(F)(F)F.CN1CCOCC1.Cl. (2) Given the product [CH3:1][O:2][CH2:3][CH2:4][O:5][C:6]1[CH:7]=[C:8]([C:13]2[C:14]3[CH:21]=[C:20]([CH2:22][O:23][C:24]4[CH:25]=[CH:26][C:27]([C@@H:30]([C:37]#[C:38][CH3:39])[CH2:31][C:32]([OH:34])=[O:33])=[CH:28][CH:29]=4)[CH:19]=[CH:18][C:15]=3[S:16][CH:17]=2)[C:9]([CH3:12])=[N:10][CH:11]=1, predict the reactants needed to synthesize it. The reactants are: [CH3:1][O:2][CH2:3][CH2:4][O:5][C:6]1[CH:7]=[C:8]([C:13]2[C:14]3[CH:21]=[C:20]([CH2:22][O:23][C:24]4[CH:29]=[CH:28][C:27]([C@@H:30]([C:37]#[C:38][CH3:39])[CH2:31][C:32]([O:34]CC)=[O:33])=[CH:26][CH:25]=4)[CH:19]=[CH:18][C:15]=3[S:16][CH:17]=2)[C:9]([CH3:12])=[N:10][CH:11]=1.[Li+].[OH-].Cl. (3) The reactants are: [CH2:1]([O:3][C:4]([C:6]1[C:7](O)=[N:8][C:9]2[C:14]([C:15]=1[CH3:16])=[CH:13][CH:12]=[C:11]([C:17]([F:20])([F:19])[F:18])[CH:10]=2)=[O:5])[CH3:2].O=P(Cl)(Cl)[Cl:24]. Given the product [CH2:1]([O:3][C:4]([C:6]1[C:7]([Cl:24])=[N:8][C:9]2[C:14]([C:15]=1[CH3:16])=[CH:13][CH:12]=[C:11]([C:17]([F:20])([F:19])[F:18])[CH:10]=2)=[O:5])[CH3:2], predict the reactants needed to synthesize it. (4) Given the product [CH2:7]([CH:9]([NH:12][C:13]([N:15]1[C:23]2[C:18](=[CH:19][C:20]([O:24][C:25]3[CH:30]=[CH:29][N:28]=[C:27]([NH:31][C:32]([N:1]4[CH2:6][CH2:5][O:4][CH2:3][CH2:2]4)=[O:33])[CH:26]=3)=[CH:21][CH:22]=2)[CH:17]=[CH:16]1)=[O:14])[CH2:10][CH3:11])[CH3:8], predict the reactants needed to synthesize it. The reactants are: [NH:1]1[CH2:6][CH2:5][O:4][CH2:3][CH2:2]1.[CH2:7]([CH:9]([NH:12][C:13]([N:15]1[C:23]2[C:18](=[CH:19][C:20]([O:24][C:25]3[CH:30]=[CH:29][N:28]=[C:27]([NH:31][C:32](=O)[O:33]C4C=CC=CC=4)[CH:26]=3)=[CH:21][CH:22]=2)[CH:17]=[CH:16]1)=[O:14])[CH2:10][CH3:11])[CH3:8].C(C(NC(N1C2C(=CC(OC3C=CN=C(NC(N4CCC(N5CCCC5)CC4)=O)C=3)=CC=2)C=C1)=O)CC)C. (5) The reactants are: N1C=CC=CC=1.[C:7]([OH:11])([CH3:10])([CH3:9])[CH3:8].[Cl:12][C:13]1[N:18]=[CH:17][N:16]=[C:15]([C:19](Cl)=[O:20])[C:14]=1[CH3:22]. Given the product [Cl:12][C:13]1[N:18]=[CH:17][N:16]=[C:15]([C:19]([O:11][C:7]([CH3:10])([CH3:9])[CH3:8])=[O:20])[C:14]=1[CH3:22], predict the reactants needed to synthesize it. (6) Given the product [CH2:1]([O:8][C:9]([N:11]1[CH2:15][CH2:14][CH2:13][CH:12]1[C:16]1[NH:17][C:18]([C:21]2[CH:26]=[CH:25][C:24]([C:38]3[CH:39]=[CH:40][CH:41]=[C:36]([NH:35][C:33]([O:32][C:28]([CH3:31])([CH3:30])[CH3:29])=[O:34])[CH:37]=3)=[CH:23][CH:22]=2)=[CH:19][N:20]=1)=[O:10])[C:2]1[CH:7]=[CH:6][CH:5]=[CH:4][CH:3]=1, predict the reactants needed to synthesize it. The reactants are: [CH2:1]([O:8][C:9]([N:11]1[CH2:15][CH2:14][CH2:13][CH:12]1[C:16]1[NH:17][C:18]([C:21]2[CH:26]=[CH:25][C:24](Br)=[CH:23][CH:22]=2)=[CH:19][N:20]=1)=[O:10])[C:2]1[CH:7]=[CH:6][CH:5]=[CH:4][CH:3]=1.[C:28]([O:32][C:33]([NH:35][C:36]1[CH:37]=[C:38](B(O)O)[CH:39]=[CH:40][CH:41]=1)=[O:34])([CH3:31])([CH3:30])[CH3:29].C([O-])([O-])=O.[K+].[K+].N#N. (7) Given the product [NH2:10][C:8]1[S:9][C:5]2[CH:4]=[C:3]([OH:2])[CH:12]=[CH:11][C:6]=2[N:7]=1, predict the reactants needed to synthesize it. The reactants are: C[O:2][C:3]1[CH:12]=[CH:11][C:6]2[N:7]=[C:8]([NH2:10])[S:9][C:5]=2[CH:4]=1.[I-].[Na+].[OH-].[Na+].Cl. (8) The reactants are: [OH:1][C:2]1[CH:11]=[C:10]2[C:5]([CH:6]([CH2:13][NH:14][C:15](=[O:21])[O:16][C:17]([CH3:20])([CH3:19])[CH3:18])[CH2:7][C:8](=[O:12])[NH:9]2)=[CH:4][CH:3]=1.[Br:22][CH2:23][CH2:24][CH2:25][CH2:26]Br.C([O-])([O-])=O.[K+].[K+]. Given the product [Br:22][CH2:23][CH2:24][CH2:25][CH2:26][O:1][C:2]1[CH:11]=[C:10]2[C:5]([CH:6]([CH2:13][NH:14][C:15](=[O:21])[O:16][C:17]([CH3:18])([CH3:20])[CH3:19])[CH2:7][C:8](=[O:12])[NH:9]2)=[CH:4][CH:3]=1, predict the reactants needed to synthesize it. (9) Given the product [F:23][C:18]1[C:17]([C:13]2[CH:12]=[C:11]([N:9]3[CH:10]=[C:6]([C:4]([C:26]4[N:31]=[CH:30][CH:29]=[CH:28][N:27]=4)=[O:5])[N:7]=[CH:8]3)[CH:16]=[CH:15][CH:14]=2)=[CH:22][CH:21]=[CH:20][N:19]=1, predict the reactants needed to synthesize it. The reactants are: CON(C)[C:4]([C:6]1[N:7]=[CH:8][N:9]([C:11]2[CH:16]=[CH:15][CH:14]=[C:13]([C:17]3[C:18]([F:23])=[N:19][CH:20]=[CH:21][CH:22]=3)[CH:12]=2)[CH:10]=1)=[O:5].Br[C:26]1[N:31]=[CH:30][CH:29]=[CH:28][N:27]=1. (10) Given the product [CH2:23]([O:30][C:31]1[CH:36]=[CH:35][N:34]([C:15]2[CH:16]=[C:17]3[C:12](=[CH:13][CH:14]=2)[N:11]([CH3:22])[C:10]2[CH2:9][N:8]([C:6]([O:5][C:1]([CH3:4])([CH3:3])[CH3:2])=[O:7])[CH2:20][CH2:19][C:18]3=2)[C:33](=[O:37])[CH:32]=1)[C:24]1[CH:25]=[CH:26][CH:27]=[CH:28][CH:29]=1, predict the reactants needed to synthesize it. The reactants are: [C:1]([O:5][C:6]([N:8]1[CH2:20][CH2:19][C:18]2[C:17]3[C:12](=[CH:13][CH:14]=[C:15](Br)[CH:16]=3)[N:11]([CH3:22])[C:10]=2[CH2:9]1)=[O:7])([CH3:4])([CH3:3])[CH3:2].[CH2:23]([O:30][C:31]1[CH:36]=[CH:35][NH:34][C:33](=[O:37])[CH:32]=1)[C:24]1[CH:29]=[CH:28][CH:27]=[CH:26][CH:25]=1.OC1C=CC=C2C=1N=CC=C2.C([O-])([O-])=O.[K+].[K+].[NH4+].[OH-].